Dataset: Forward reaction prediction with 1.9M reactions from USPTO patents (1976-2016). Task: Predict the product of the given reaction. (1) Given the reactants CC1C=CC(S(O[CH2:12][CH2:13][N:14]2[CH2:18][CH2:17][N:16]([CH3:19])[C:15]2=[O:20])(=O)=O)=CC=1.[Br-:21].[Li+].C([O-])(O)=O.[Na+].O, predict the reaction product. The product is: [Br:21][CH2:12][CH2:13][N:14]1[CH2:18][CH2:17][N:16]([CH3:19])[C:15]1=[O:20]. (2) Given the reactants [C:1]([C:4]1[C:13]2[C:8](=[CH:9][CH:10]=[CH:11][CH:12]=2)[CH:7]=[C:6](OS(O)(=O)=O)[C:5]=1[C:19](F)(F)F)(=[O:3])[CH3:2].[CH:23]1[C:36]2[CH:35]=C(B(O)O)[C:33]3[C:28](=[CH:29][CH:30]=[CH:31][CH:32]=3)[C:27]=2[CH:26]=[CH:25][CH:24]=1.C(=O)([O-])[O-].[Na+].[Na+], predict the reaction product. The product is: [C:1]([C:4]1[C:13]2[C:8](=[CH:9][CH:10]=[CH:11][CH:12]=2)[CH:7]=[CH:6][C:5]=1[C:19]1[C:29]2[C:28]([C:27]3[CH:26]=[CH:25][CH:24]=[CH:23][C:36]=3[CH:35]=1)=[CH:33][CH:32]=[CH:31][CH:30]=2)(=[O:3])[CH3:2]. (3) Given the reactants C(OC(=O)[NH:7][CH:8]1[CH2:13][CH2:12][N:11]([CH2:14][CH2:15][N:16]2[C:21]3[CH:22]=[CH:23][CH:24]=[CH:25][C:20]=3[O:19][CH2:18][C:17]2=[O:26])[CH2:10][CH2:9]1)(C)(C)C.NC1CCN(CCN2C3C(=CC=C(C#N)C=3)C=CC2=O)CC1, predict the reaction product. The product is: [NH2:7][CH:8]1[CH2:13][CH2:12][N:11]([CH2:14][CH2:15][N:16]2[C:21]3[CH:22]=[CH:23][CH:24]=[CH:25][C:20]=3[O:19][CH2:18][C:17]2=[O:26])[CH2:10][CH2:9]1. (4) Given the reactants [NH2:1][C:2]1[N:3]=[C:4]2[CH:9]=[CH:8][C:7]([O:10][C:11]3[CH:12]=[C:13]([NH:17][C:18]([C:20]4[CH:25]=[CH:24][CH:23]=[C:22]([CH3:26])[N:21]=4)=[O:19])[CH:14]=[CH:15][CH:16]=3)=[CH:6][N:5]2[CH:27]=1.C([N:31]([CH2:35]C)[CH:32]([CH3:34])[CH3:33])(C)C.ClC(Cl)(Cl)C[O:40]C(Cl)=O.C1(N)CC1, predict the reaction product. The product is: [CH:32]1([NH:31][C:35]([NH:1][C:2]2[N:3]=[C:4]3[CH:9]=[CH:8][C:7]([O:10][C:11]4[CH:12]=[C:13]([NH:17][C:18]([C:20]5[CH:25]=[CH:24][CH:23]=[C:22]([CH3:26])[N:21]=5)=[O:19])[CH:14]=[CH:15][CH:16]=4)=[CH:6][N:5]3[CH:27]=2)=[O:40])[CH2:33][CH2:34]1. (5) Given the reactants Cl[C:2]1[CH2:6][C@H:5]([CH:7]2[CH2:11][CH2:10][CH2:9][CH2:8]2)[N:4]([C:12]2[CH:19]=[CH:18][C:15]([C:16]#[N:17])=[C:14]([CH3:20])[N:13]=2)[N:3]=1.[CH3:21][O:22][C:23]1[CH:28]=[C:27](B2OC(C)(C)C(C)(C)O2)[CH:26]=[CH:25][C:24]=1[OH:38], predict the reaction product. The product is: [CH:7]1([C@@H:5]2[N:4]([C:12]3[CH:19]=[CH:18][C:15]([C:16]#[N:17])=[C:14]([CH3:20])[N:13]=3)[N:3]=[C:2]([C:27]3[CH:26]=[CH:25][C:24]([OH:38])=[C:23]([O:22][CH3:21])[CH:28]=3)[CH2:6]2)[CH2:11][CH2:10][CH2:9][CH2:8]1. (6) Given the reactants [CH3:1][CH:2]([CH3:59])[C@H:3]([NH:54][C:55](=[O:58])[O:56][CH3:57])[C:4]([N:6]1[CH2:10][CH2:9][CH2:8][C@H:7]1[C:11]1[NH:12][CH:13]=[C:14]([C:16]2[CH:21]=[CH:20][C:19]([C:22]3[CH:27]=[CH:26][C:25]([C:28]4[N:29]=[C:30]([CH:33]5[CH2:37][C:36]6([CH2:42][CH2:41][NH:40][CH2:39][CH2:38]6)[CH2:35][N:34]5[C:43](=[O:53])[C@@H:44]([NH:48][C:49]([O:51][CH3:52])=[O:50])[CH:45]([CH3:47])[CH3:46])[NH:31][CH:32]=4)=[CH:24][CH:23]=3)=[CH:18][CH:17]=2)[N:15]=1)=[O:5].C(N(CC)CC)C.[C:67](Cl)(=[O:69])[CH3:68].C(=O)([O-])[O-].[K+].[K+], predict the reaction product. The product is: [C:67]([N:40]1[CH2:39][CH2:38][C:36]2([CH2:35][N:34]([C:43](=[O:53])[C@@H:44]([NH:48][C:49]([O:51][CH3:52])=[O:50])[CH:45]([CH3:46])[CH3:47])[CH:33]([C:30]3[NH:31][CH:32]=[C:28]([C:25]4[CH:24]=[CH:23][C:22]([C:19]5[CH:20]=[CH:21][C:16]([C:14]6[N:15]=[C:11]([C@@H:7]7[CH2:8][CH2:9][CH2:10][N:6]7[C:4]([C@@H:3]([NH:54][C:55](=[O:58])[O:56][CH3:57])[CH:2]([CH3:59])[CH3:1])=[O:5])[NH:12][CH:13]=6)=[CH:17][CH:18]=5)=[CH:27][CH:26]=4)[N:29]=3)[CH2:37]2)[CH2:42][CH2:41]1)(=[O:69])[CH3:68].